The task is: Predict the reactants needed to synthesize the given product.. This data is from Full USPTO retrosynthesis dataset with 1.9M reactions from patents (1976-2016). (1) Given the product [NH:30]1[C:31]2[C:27](=[CH:26][C:25]([C:23]3[N:16]4[C:17]([CH:18]=[N:19][C:14]([NH:13][C:5]5[CH:4]=[C:3]([O:2][CH3:1])[C:8]([O:9][CH3:10])=[C:7]([O:11][CH3:12])[CH:6]=5)=[N:15]4)=[C:20]([CH3:21])[N:22]=3)=[CH:33][CH:32]=2)[CH:28]=[CH:29]1, predict the reactants needed to synthesize it. The reactants are: [CH3:1][O:2][C:3]1[CH:4]=[C:5]([NH:13][C:14]2[N:15]=[N:16][C:17]([CH:20]([NH:22][C:23]([C:25]3[CH:26]=[C:27]4[C:31](=[CH:32][CH:33]=3)[NH:30][CH:29]=[CH:28]4)=O)[CH3:21])=[CH:18][N:19]=2)[CH:6]=[C:7]([O:11][CH3:12])[C:8]=1[O:9][CH3:10].N1C=NC=N1.P(Cl)(Cl)(Cl)=O. (2) Given the product [Cl:9][C:10]1[CH:11]=[C:12]([CH:21]=[C:22]([Cl:24])[CH:23]=1)[O:13][CH:14]([O:18][CH2:19][CH3:20])[C:15]([NH:2][C:3]([CH3:8])([C:4]#[C:5][CH3:6])[CH3:7])=[O:16], predict the reactants needed to synthesize it. The reactants are: Cl.[NH2:2][C:3]([CH3:8])([CH3:7])[C:4]#[C:5][CH3:6].[Cl:9][C:10]1[CH:11]=[C:12]([CH:21]=[C:22]([Cl:24])[CH:23]=1)[O:13][CH:14]([O:18][CH2:19][CH3:20])[C:15](O)=[O:16].ON1C2C=CC=CC=2N=N1.Cl.CN(C)CCCN=C=NCC.